Dataset: Catalyst prediction with 721,799 reactions and 888 catalyst types from USPTO. Task: Predict which catalyst facilitates the given reaction. Reactant: [CH3:1][O:2][CH2:3][CH2:4][C:5]1[N:6]([CH2:31][CH2:32][CH2:33][N:34]2[CH2:38][CH2:37][CH2:36][C:35]2=[O:39])[C:7]2[C:16]3[CH:15]=[C:14]([CH2:17][CH2:18][N:19]4[C:27](=[O:28])[C:26]5[C:21](=[CH:22][CH:23]=[CH:24][CH:25]=5)[C:20]4=[O:29])[CH:13]=[CH:12][C:11]=3[N:10]=[CH:9][C:8]=2[N:30]=1.ClC1C=C(C=CC=1)C(OO)=O.[OH-].[NH4+:52].C1(C)C=CC(S(Cl)(=O)=O)=CC=1. Product: [NH2:52][C:9]1[C:8]2[N:30]=[C:5]([CH2:4][CH2:3][O:2][CH3:1])[N:6]([CH2:31][CH2:32][CH2:33][N:34]3[CH2:38][CH2:37][CH2:36][C:35]3=[O:39])[C:7]=2[C:16]2[CH:15]=[C:14]([CH2:17][CH2:18][N:19]3[C:20](=[O:29])[C:21]4[C:26](=[CH:25][CH:24]=[CH:23][CH:22]=4)[C:27]3=[O:28])[CH:13]=[CH:12][C:11]=2[N:10]=1. The catalyst class is: 4.